From a dataset of Retrosynthesis with 50K atom-mapped reactions and 10 reaction types from USPTO. Predict the reactants needed to synthesize the given product. Given the product Cc1nc(NC[C@H]2COC(C)(C)O2)c([N+](=O)[O-])cc1Br, predict the reactants needed to synthesize it. The reactants are: CC1(C)OC[C@H](CN)O1.Cc1nc(Br)c([N+](=O)[O-])cc1Br.